Dataset: Reaction yield outcomes from USPTO patents with 853,638 reactions. Task: Predict the reaction yield, written as a fraction of the theoretical maximum amount of product (1.0 means a 100% yield; for example, 0.34 means a 34% yield). (1) The reactants are [Br:1][C:2]1[C:10]2[N:9]=[C:8](Cl)[N:7]([CH2:12][CH2:13][CH2:14]Cl)[C:6]=2[C:5]([C:16]([O:18][CH3:19])=[O:17])=[CH:4][CH:3]=1.[CH3:20][O:21][C:22]1[CH:28]=[CH:27][C:25]([NH2:26])=[C:24]([CH3:29])[CH:23]=1.O.C1(C)C=CC(S(O)(=O)=O)=CC=1. The catalyst is CC1C=CC=CC=1C.C(=O)(O)[O-].[Na+]. The product is [Br:1][C:2]1[CH:3]=[CH:4][C:5]([C:16]([O:18][CH3:19])=[O:17])=[C:6]2[C:10]=1[N:9]=[C:8]1[N:26]([C:25]3[CH:27]=[CH:28][C:22]([O:21][CH3:20])=[CH:23][C:24]=3[CH3:29])[CH2:14][CH2:13][CH2:12][N:7]21. The yield is 0.600. (2) The catalyst is C(Cl)Cl.C(O)CC. The product is [F:49][C:48]([F:51])([F:50])[C:46]([OH:52])=[O:47].[NH2:7][C:8]([CH3:41])([CH3:40])[CH2:9][C:10]([N:12]1[CH2:17][CH2:16][CH:15]([C:18]2[CH:23]=[CH:22][C:21]([NH:24][C:25]([C:27]3[NH:28][CH:29]=[C:30]([C:32]#[N:33])[N:31]=3)=[O:26])=[C:20]([C:34]3[CH2:39][CH2:38][CH2:37][CH2:36][CH:35]=3)[CH:19]=2)[CH2:14][CH2:13]1)=[O:11]. The reactants are C(OC(=O)[NH:7][C:8]([CH3:41])([CH3:40])[CH2:9][C:10]([N:12]1[CH2:17][CH2:16][CH:15]([C:18]2[CH:23]=[CH:22][C:21]([NH:24][C:25]([C:27]3[NH:28][CH:29]=[C:30]([C:32]#[N:33])[N:31]=3)=[O:26])=[C:20]([C:34]3[CH2:39][CH2:38][CH2:37][CH2:36][CH:35]=3)[CH:19]=2)[CH2:14][CH2:13]1)=[O:11])(C)(C)C.CCO.[C:46]([OH:52])([C:48]([F:51])([F:50])[F:49])=[O:47]. The yield is 0.990. (3) The reactants are [F:1][C:2]1[CH:8]=[CH:7][C:5]([NH2:6])=[CH:4][CH:3]=1.Cl.[N:10]([O-])=O.[Na+].CC([O-])=O.[Na+].[Cl:19][CH:20](C(C)=O)[C:21]([O:23][CH3:24])=[O:22]. The catalyst is CO. The product is [CH3:24][O:23][C:21](=[O:22])[C:20](=[N:10][NH:6][C:5]1[CH:7]=[CH:8][C:2]([F:1])=[CH:3][CH:4]=1)[Cl:19]. The yield is 0.940. (4) The reactants are Cl[C:2]1[C:15]2[C:14](=[O:16])[N:13]([C:17]3[CH:18]=[C:19]([C:23]4[O:27][C:26](=[O:28])[N:25]([CH3:29])[N:24]=4)[CH:20]=[CH:21][CH:22]=3)[CH2:12][C@H:11]3[N:7]([CH2:8][CH2:9][CH2:10]3)[C:6]=2[N:5]=[C:4]([S:30][CH3:31])[N:3]=1.[CH3:32][NH2:33].C1COCC1. The catalyst is C1COCC1. The product is [CH3:32][NH:33][C:2]1[C:15]2[C:14](=[O:16])[N:13]([C:17]3[CH:18]=[C:19]([C:23]4[O:27][C:26](=[O:28])[N:25]([CH3:29])[N:24]=4)[CH:20]=[CH:21][CH:22]=3)[CH2:12][C@H:11]3[N:7]([CH2:8][CH2:9][CH2:10]3)[C:6]=2[N:5]=[C:4]([S:30][CH3:31])[N:3]=1. The yield is 0.710. (5) The reactants are [CH:1]1[C:14]2[NH:13][C:12]3[C:7](=[CH:8][CH:9]=[CH:10][CH:11]=3)[S:6][C:5]=2[C:4]([OH:15])=[CH:3][CH:2]=1.[C:16](O[C:16]([O:18][C:19]([CH3:22])([CH3:21])[CH3:20])=[O:17])([O:18][C:19]([CH3:22])([CH3:21])[CH3:20])=[O:17].[OH-].[Na+].Cl. The catalyst is N1C=CC=CC=1.CO.O. The product is [C:19]([O:18][C:16]([N:13]1[C:14]2[CH:1]=[CH:2][CH:3]=[C:4]([OH:15])[C:5]=2[S:6][C:7]2[C:12]1=[CH:11][CH:10]=[CH:9][CH:8]=2)=[O:17])([CH3:22])([CH3:21])[CH3:20]. The yield is 1.00. (6) The reactants are [CH3:1][C:2]1[CH:7]=[N:6][C:5]([CH3:8])=[CH:4][N:3]=1.C1C(=O)N([Cl:16])C(=O)C1. The catalyst is C(Cl)(Cl)(Cl)Cl.C(Cl)Cl. The product is [Cl:16][CH2:1][C:2]1[CH:7]=[N:6][C:5]([CH3:8])=[CH:4][N:3]=1. The yield is 0.202. (7) The reactants are Cl[C:2]1[C:7]([N+:8]([O-:10])=[O:9])=[CH:6][CH:5]=[CH:4][C:3]=1[N+:11]([O-:13])=[O:12].[C:14]([O:18][C:19]([N:21]1[CH2:26][CH2:25][NH:24][CH2:23][CH2:22]1)=[O:20])([CH3:17])([CH3:16])[CH3:15].C([O-])([O-])=O.[K+].[K+]. The catalyst is C(#N)C. The product is [C:14]([O:18][C:19]([N:21]1[CH2:26][CH2:25][N:24]([C:2]2[C:7]([N+:8]([O-:10])=[O:9])=[CH:6][CH:5]=[CH:4][C:3]=2[N+:11]([O-:13])=[O:12])[CH2:23][CH2:22]1)=[O:20])([CH3:17])([CH3:15])[CH3:16]. The yield is 0.850.